This data is from Full USPTO retrosynthesis dataset with 1.9M reactions from patents (1976-2016). The task is: Predict the reactants needed to synthesize the given product. (1) The reactants are: [NH2:1][C@H:2]([C:10]([OH:12])=[O:11])[CH2:3][CH2:4][C:5]([NH:7][CH2:8][CH3:9])=[O:6].[CH2:13](O)[CH3:14]. Given the product [CH2:13]([O:11][C:10](=[O:12])[C@H:2]([CH2:3][CH2:4][C:5]([NH:7][CH2:8][CH3:9])=[O:6])[NH2:1])[CH3:14], predict the reactants needed to synthesize it. (2) Given the product [CH:22]1([CH2:21][C@@H:16]([NH:15][C:11]([C:9]2[O:10][C:6]3[CH:5]=[CH:4][C:3]([O:2][CH3:1])=[CH:14][C:7]=3[CH:8]=2)=[O:13])[C:17]([O:19][CH3:20])=[O:18])[CH2:27][CH2:26][CH2:25][CH2:24][CH2:23]1, predict the reactants needed to synthesize it. The reactants are: [CH3:1][O:2][C:3]1[CH:4]=[CH:5][C:6]2[O:10][C:9]([C:11]([OH:13])=O)=[CH:8][C:7]=2[CH:14]=1.[NH2:15][C@H:16]([CH2:21][CH:22]1[CH2:27][CH2:26][CH2:25][CH2:24][CH2:23]1)[C:17]([O:19][CH3:20])=[O:18]. (3) Given the product [Br:1][C:2]1[C:3](=[O:25])[N:4]([CH2:18][C:19]2[CH:20]=[N:21][CH:22]=[CH:23][CH:24]=2)[C:5]([CH3:17])=[CH:6][C:7]=1[CH2:8][CH2:9][C:10]1[CH:11]=[CH:12][C:13]([F:16])=[CH:14][CH:15]=1, predict the reactants needed to synthesize it. The reactants are: [Br:1][C:2]1[C:3](=[O:25])[N:4]([CH2:18][C:19]2[CH:20]=[N:21][CH:22]=[CH:23][CH:24]=2)[C:5]([CH3:17])=[CH:6][C:7]=1[C:8]#[C:9][C:10]1[CH:15]=[CH:14][C:13]([F:16])=[CH:12][CH:11]=1.FC(F)(F)S(OC1C=C(C)N(CC2C=NC=CC=2)C(=O)C=1Br)(=O)=O.CCN(C(C)C)C(C)C.FC1C=CC(C#C)=CC=1. (4) Given the product [CH3:1][N:2]1[CH2:28][CH2:27][C:5]2[N:6]([CH2:14][C:15]([C:18]3[CH:19]=[CH:20][C:21]([C:46]([N:37]4[CH2:36][CH2:35][CH2:34][CH2:39]4)=[O:49])=[CH:25][CH:26]=3)([OH:17])[CH3:16])[C:7]3[CH:8]=[CH:9][C:10]([CH3:13])=[CH:11][C:12]=3[C:4]=2[CH2:3]1, predict the reactants needed to synthesize it. The reactants are: [CH3:1][N:2]1[CH2:28][CH2:27][C:5]2[N:6]([CH2:14][C:15]([C:18]3[CH:26]=[CH:25][C:21](C(O)=O)=[CH:20][CH:19]=3)([OH:17])[CH3:16])[C:7]3[CH:8]=[CH:9][C:10]([CH3:13])=[CH:11][C:12]=3[C:4]=2[CH2:3]1.CCN=C=N[CH2:34][CH2:35][CH2:36][N:37]([CH3:39])C.Cl.N1CCCC1.[C:46]([O-:49])(O)=O.[Na+]. (5) The reactants are: [C:1]([C:3]1[C:4]([N:16]2[CH2:19][CH:18]([C:20]([OH:22])=O)[CH2:17]2)=[N:5][C:6]([CH2:14][CH3:15])=[C:7]([C:9]([O:11][CH2:12][CH3:13])=[O:10])[CH:8]=1)#[N:2].[Cl:23][C:24]1[CH:29]=[CH:28][C:27]([CH2:30][S:31]([NH2:34])(=[O:33])=[O:32])=[CH:26][CH:25]=1. Given the product [Cl:23][C:24]1[CH:29]=[CH:28][C:27]([CH2:30][S:31]([NH:34][C:20]([CH:18]2[CH2:19][N:16]([C:4]3[C:3]([C:1]#[N:2])=[CH:8][C:7]([C:9]([O:11][CH2:12][CH3:13])=[O:10])=[C:6]([CH2:14][CH3:15])[N:5]=3)[CH2:17]2)=[O:22])(=[O:32])=[O:33])=[CH:26][CH:25]=1, predict the reactants needed to synthesize it.